Dataset: Catalyst prediction with 721,799 reactions and 888 catalyst types from USPTO. Task: Predict which catalyst facilitates the given reaction. (1) Reactant: [Cl:1][C:2]1[S:6][C:5]([C:7]([NH:9][CH2:10][C@H:11]([OH:26])[CH2:12][NH:13][C:14]2[CH:19]=[CH:18][C:17]([N:20]3[CH2:24][CH2:23][NH:22][C:21]3=[O:25])=[CH:16][CH:15]=2)=[O:8])=[CH:4][CH:3]=1.C1N=CN([C:32](N2C=NC=C2)=[S:33])C=1. Product: [Cl:1][C:2]1[S:6][C:5]([C:7]([NH:9][CH2:10][C@@H:11]2[O:26][C:32](=[S:33])[N:13]([C:14]3[CH:15]=[CH:16][C:17]([N:20]4[CH2:24][CH2:23][NH:22][C:21]4=[O:25])=[CH:18][CH:19]=3)[CH2:12]2)=[O:8])=[CH:4][CH:3]=1. The catalyst class is: 1. (2) Reactant: [F:1][C:2]1[CH:3]=[C:4]2[C:9](=[CH:10][CH:11]=1)[C:8]([CH3:13])([CH3:12])[C:7](=[O:14])[C:6]([C:15](OCC)=[O:16])=[C:5]2[OH:20].Cl.[NH2:22][CH2:23][C:24]([O:26][C:27]([CH3:30])([CH3:29])[CH3:28])=[O:25].C(N(C(C)C)C(C)C)C. Product: [F:1][C:2]1[CH:3]=[C:4]2[C:9](=[CH:10][CH:11]=1)[C:8]([CH3:13])([CH3:12])[C:7](=[O:14])[C:6]([C:15]([NH:22][CH2:23][C:24]([O:26][C:27]([CH3:30])([CH3:29])[CH3:28])=[O:25])=[O:16])=[C:5]2[OH:20]. The catalyst class is: 12.